Predict which catalyst facilitates the given reaction. From a dataset of Catalyst prediction with 721,799 reactions and 888 catalyst types from USPTO. (1) Reactant: [N:1]12[CH2:9][CH2:8][CH:5]([CH2:6][CH2:7]1)[N:4]([C:10]([C:12]1[O:16][C:15]([C:17]3[CH:22]=[CH:21][C:20]([NH:23][C:24]([NH:26][C:27]4[CH:32]=[CH:31][CH:30]=[CH:29][C:28]=4[N+:33]([O-])=O)=[O:25])=[CH:19][CH:18]=3)=[CH:14][CH:13]=1)=[O:11])[CH2:3][CH2:2]2. Product: [N:1]12[CH2:7][CH2:6][CH:5]([CH2:8][CH2:9]1)[N:4]([C:10]([C:12]1[O:16][C:15]([C:17]3[CH:18]=[CH:19][C:20]([NH:23][C:24]([NH:26][C:27]4[CH:32]=[CH:31][CH:30]=[CH:29][C:28]=4[NH2:33])=[O:25])=[CH:21][CH:22]=3)=[CH:14][CH:13]=1)=[O:11])[CH2:3][CH2:2]2. The catalyst class is: 63. (2) Reactant: [C:1]([O:4][C:5](=[O:7])[CH3:6])(=O)[CH3:2].[Na+].[Na+].O[C:11]1[C:20]([S:21]([O-:24])(=[O:23])=[O:22])=[CH:19][C:18]2[C:13](=CC=[C:16]([S:25]([O-:28])(=[O:27])=[O:26])[CH:17]=2)[CH:12]=1.CC(C)=O. Product: [C:5]([O:4][C:1]1[C:16]([S:25]([OH:28])(=[O:27])=[O:26])=[CH:17][C:18]2[C:13](=[CH:12][CH:11]=[C:20]([S:21]([OH:24])(=[O:23])=[O:22])[CH:19]=2)[CH:2]=1)(=[O:7])[CH3:6]. The catalyst class is: 80. (3) Reactant: CC([Si](C1C=CC=CC=1)(C1C=CC=CC=1)[O:6][CH2:7][C@@H:8]1[CH2:14][C@@H:13]2[C@@H:11]([CH2:12]2)[CH2:10][N:9]1[C:15]([C:17]1[C:22]([C:23]2[N:28]=[CH:27][CH:26]=[CH:25][N:24]=2)=[CH:21][CH:20]=[C:19]([CH3:29])[N:18]=1)=[O:16])(C)C.CCCC[N+](CCCC)(CCCC)CCCC.[F-]. Product: [CH3:29][C:19]1[N:18]=[C:17]([C:15]([N:9]2[C@H:8]([CH2:7][OH:6])[CH2:14][C@@H:13]3[C@@H:11]([CH2:12]3)[CH2:10]2)=[O:16])[C:22]([C:23]2[N:28]=[CH:27][CH:26]=[CH:25][N:24]=2)=[CH:21][CH:20]=1. The catalyst class is: 1. (4) Reactant: [F:1][C:2]1[CH:7]=[CH:6][C:5]([N:8]2[C:16]3[CH:15]=[C:14]4[CH2:17][CH2:18][CH2:19][C@H:20]5[CH2:25][C@:24]([OH:30])([C:26]([F:29])([F:28])[F:27])[CH2:23][CH2:22][C@:21]5([CH2:31][CH:32]=O)[C:13]4=[CH:12][C:11]=3[CH:10]=[N:9]2)=[CH:4][CH:3]=1.[F:34][C:35]1[CH:40]=[CH:39][C:38]([N:41]2[C:49]3[CH:48]=[C:47]4[CH2:50][CH2:51][CH2:52][C@@H:53]5[CH2:58][C@@:57]([OH:63])([C:59]([F:62])([F:61])[F:60])[CH2:56][CH2:55][C@@:54]5([CH2:64][CH:65]=O)[C:46]4=[CH:45][C:44]=3[CH:43]=[N:42]2)=[CH:37][CH:36]=1.Cl.NO.C(OC(=O)C)(=O)C. The catalyst class is: 17. Product: [F:1][C:2]1[CH:7]=[CH:6][C:5]([N:8]2[C:16]3[CH:15]=[C:14]4[CH2:17][CH2:18][CH2:19][C@H:20]5[CH2:25][C@:24]([OH:30])([C:26]([F:28])([F:27])[F:29])[CH2:23][CH2:22][C@:21]5([CH2:31][C:32]#[N:41])[C:13]4=[CH:12][C:11]=3[CH:10]=[N:9]2)=[CH:4][CH:3]=1.[F:34][C:35]1[CH:40]=[CH:39][C:38]([N:41]2[C:49]3[CH:48]=[C:47]4[CH2:50][CH2:51][CH2:52][C@@H:53]5[CH2:58][C@@:57]([OH:63])([C:59]([F:61])([F:60])[F:62])[CH2:56][CH2:55][C@@:54]5([CH2:64][C:65]#[N:8])[C:46]4=[CH:45][C:44]=3[CH:43]=[N:42]2)=[CH:37][CH:36]=1. (5) Reactant: F[C:2]1[CH:7]=[C:6]([F:8])[CH:5]=[CH:4][C:3]=1[S:9]([CH3:12])(=[O:11])=[O:10].[Cl:13][C:14]1[CH:15]=[CH:16][C:17]([O:23][CH3:24])=[C:18]([CH:20]([NH2:22])[CH3:21])[CH:19]=1.C(N(CC)C(C)C)(C)C. Product: [Cl:13][C:14]1[CH:15]=[CH:16][C:17]([O:23][CH3:24])=[C:18]([CH:20]([NH:22][C:2]2[CH:7]=[C:6]([F:8])[CH:5]=[CH:4][C:3]=2[S:9]([CH3:12])(=[O:11])=[O:10])[CH3:21])[CH:19]=1. The catalyst class is: 10.